Dataset: Reaction yield outcomes from USPTO patents with 853,638 reactions. Task: Predict the reaction yield, written as a fraction of the theoretical maximum amount of product (1.0 means a 100% yield; for example, 0.34 means a 34% yield). (1) The reactants are [N-:1]=[N+:2]=[N-:3].[Na+].[Cl-].[NH4+].[C:7]1([C:23]2[CH:28]=[CH:27][CH:26]=[CH:25][CH:24]=2)[CH:12]=[CH:11][C:10]([CH2:13][O:14][C:15]2[CH:16]=[C:17]([CH:20]=[CH:21][CH:22]=2)[C:18]#[N:19])=[CH:9][CH:8]=1.O. The catalyst is CN(C)C=O. The product is [C:7]1([C:23]2[CH:28]=[CH:27][CH:26]=[CH:25][CH:24]=2)[CH:12]=[CH:11][C:10]([CH2:13][O:14][C:15]2[CH:16]=[C:17]([C:18]3[NH:19][N:3]=[N:2][N:1]=3)[CH:20]=[CH:21][CH:22]=2)=[CH:9][CH:8]=1. The yield is 0.560. (2) The reactants are [CH2:1]([O:3][C:4]([C:6]1[C:17](=[O:18])[N:16]([CH:19]2[CH2:23][CH2:22][CH2:21][CH2:20]2)[C:9]2[N:10]=[C:11]([S:14][CH3:15])[N:12]=[CH:13][C:8]=2[CH:7]=1)=[O:5])[CH3:2].C1(S(N2C(C3C=CC=CC=3)O2)(=O)=[O:31])C=CC=CC=1. The catalyst is C(Cl)Cl. The product is [CH2:1]([O:3][C:4]([C:6]1[C:17](=[O:18])[N:16]([CH:19]2[CH2:23][CH2:22][CH2:21][CH2:20]2)[C:9]2[N:10]=[C:11]([S:14]([CH3:15])=[O:31])[N:12]=[CH:13][C:8]=2[CH:7]=1)=[O:5])[CH3:2]. The yield is 0.680. (3) The reactants are [C:1]([O:4][CH2:5][C:6]1[CH:23]=[CH:22][C:21]([CH2:24][O:25][P:26]([O:32][CH2:33][CH:34]=[CH2:35])([O:28][CH2:29][CH:30]=[CH2:31])=[O:27])=[CH:20][C:7]=1[C:8]([O:10]CC1C=CC(OC)=CC=1)=[O:9])(=[O:3])[CH3:2].C1(OC)C=CC=CC=1.FC(F)(F)C(O)=O. The catalyst is C1(C)C=CC=CC=1. The product is [C:1]([O:4][CH2:5][C:6]1[CH:23]=[CH:22][C:21]([CH2:24][O:25][P:26]([O:32][CH2:33][CH:34]=[CH2:35])([O:28][CH2:29][CH:30]=[CH2:31])=[O:27])=[CH:20][C:7]=1[C:8]([OH:10])=[O:9])(=[O:3])[CH3:2]. The yield is 1.00. (4) The reactants are [C:1]1([NH2:8])[CH:6]=[CH:5][CH:4]=[CH:3][C:2]=1[NH2:7].Cl[CH2:10][CH2:11][CH2:12][C:13](O)=[O:14]. The catalyst is Cl. The product is [NH:7]1[C:2]2[CH:3]=[CH:4][CH:5]=[CH:6][C:1]=2[N:8]=[C:10]1[CH2:11][CH2:12][CH2:13][OH:14]. The yield is 0.500. (5) The reactants are C(OC(=O)[NH:7][CH:8]([CH2:27][C:28]1[CH:33]=[CH:32][CH:31]=[CH:30][CH:29]=1)[C:9](=[O:26])[N:10]1[CH2:15][CH2:14][N:13]([C:16]2[C:17]3[CH:25]=[CH:24][CH:23]=[N:22][C:18]=3[N:19]=[CH:20][N:21]=2)[CH2:12][CH2:11]1)(C)(C)C.[ClH:35].O1CCOCC1. The catalyst is C(Cl)Cl. The product is [ClH:35].[ClH:35].[ClH:35].[NH2:7][C@H:8]([CH2:27][C:28]1[CH:33]=[CH:32][CH:31]=[CH:30][CH:29]=1)[C:9]([N:10]1[CH2:15][CH2:14][N:13]([C:16]2[C:17]3[CH:25]=[CH:24][CH:23]=[N:22][C:18]=3[N:19]=[CH:20][N:21]=2)[CH2:12][CH2:11]1)=[O:26]. The yield is 0.860. (6) The reactants are [F:1][C:2]1[CH:17]=[CH:16][C:5]2[C:6]3[N:7]([C:11](I)=[C:12]([I:14])[N:13]=3)[CH2:8][CH2:9][O:10][C:4]=2[CH:3]=1.O1CCCC1.C[Mg]Br. The catalyst is CCOCC.[Cl-].[NH4+]. The product is [F:1][C:2]1[CH:17]=[CH:16][C:5]2[C:6]3[N:7]([CH:11]=[C:12]([I:14])[N:13]=3)[CH2:8][CH2:9][O:10][C:4]=2[CH:3]=1. The yield is 0.880. (7) The reactants are [Cl:1][C:2]1[CH:3]=[C:4]([OH:9])[CH:5]=[CH:6][C:7]=1[Cl:8].C(=O)([O-])[O-].[K+].[K+].[Cl:16][C:17]1[C:18](F)=[CH:19][C:20]([F:33])=[C:21]([CH:32]=1)[C:22]([O:24][C:25]1[CH:30]=[CH:29][C:28]([CH3:31])=[CH:27][CH:26]=1)=[O:23]. The catalyst is CS(C)=O.C(OCC)(=O)C. The product is [Cl:16][C:17]1[C:18]([O:9][C:4]2[CH:5]=[CH:6][C:7]([Cl:8])=[C:2]([Cl:1])[CH:3]=2)=[CH:19][C:20]([F:33])=[C:21]([CH:32]=1)[C:22]([O:24][C:25]1[CH:30]=[CH:29][C:28]([CH3:31])=[CH:27][CH:26]=1)=[O:23]. The yield is 0.950. (8) The reactants are [NH2:1][C:2]1[S:3][CH:4]=[N:5][N:6]=1.[CH2:7]([C:13]1[CH:18]=[CH:17][C:16]([S:19](Cl)(=[O:21])=[O:20])=[CH:15][CH:14]=1)[CH2:8][CH2:9][CH2:10][CH2:11][CH3:12].O. The catalyst is N1C=CC=CC=1. The product is [CH2:7]([C:13]1[CH:14]=[CH:15][C:16]([S:19]([NH:1][C:2]2[S:3][CH:4]=[N:5][N:6]=2)(=[O:21])=[O:20])=[CH:17][CH:18]=1)[CH2:8][CH2:9][CH2:10][CH2:11][CH3:12]. The yield is 0.580. (9) The reactants are C1(O[C:8](=[O:27])[NH:9][C:10]2[S:11][C:12]3[C:18]([CH:19]4[CH2:24][O:23][CH2:22][CH2:21][O:20]4)=[CH:17][CH:16]=[C:15]([O:25][CH3:26])[C:13]=3[N:14]=2)C=CC=CC=1.N1C=CC=CC=1.[CH3:34][NH:35][C@@H:36]1[CH2:41][CH2:40][C@H:39]([OH:42])[CH2:38][CH2:37]1. The catalyst is C(Cl)(Cl)Cl. The product is [O:20]1[CH2:21][CH2:22][O:23][CH2:24][CH:19]1[C:18]1[C:12]2[S:11][C:10]([NH:9][C:8](=[O:27])[N:35]([C@H:36]3[CH2:41][CH2:40][C@@H:39]([OH:42])[CH2:38][CH2:37]3)[CH3:34])=[N:14][C:13]=2[C:15]([O:25][CH3:26])=[CH:16][CH:17]=1. The yield is 0.690. (10) The reactants are [NH:1]1[CH2:6][CH2:5][CH2:4][C@@H:3]([NH:7][C:8]([C:10]2[S:14][C:13]([C:15]3[CH:20]=[CH:19][C:18]([Cl:21])=[CH:17][CH:16]=3)=[N:12][C:11]=2[CH3:22])=[O:9])[CH2:2]1.[CH3:23][O:24][C:25]([C:27]1[CH:28]=[C:29](OB(O)O)[CH:30]=[CH:31][CH:32]=1)=[O:26]. No catalyst specified. The product is [Cl:21][C:18]1[CH:17]=[CH:16][C:15]([C:13]2[S:14][C:10]([C:8]([NH:7][C@@H:3]3[CH2:4][CH2:5][CH2:6][N:1]([C:31]4[CH:32]=[C:27]([CH:28]=[CH:29][CH:30]=4)[C:25]([O:24][CH3:23])=[O:26])[CH2:2]3)=[O:9])=[C:11]([CH3:22])[N:12]=2)=[CH:20][CH:19]=1. The yield is 0.300.